This data is from Forward reaction prediction with 1.9M reactions from USPTO patents (1976-2016). The task is: Predict the product of the given reaction. (1) Given the reactants OO.O.O.O.FC(F)(F)C(C(F)(F)F)=[O:9].[CH2:16]1[CH2:44][O:43][C:18]2([CH2:35][CH2:34][C:33]3[C:32]4[C@H:23]([C@H:24]5[C@@:28]([CH2:30][CH:31]=4)([CH3:29])[C@:27]([OH:42])([CH2:36][C:37]([F:41])=[C:38]([F:40])[F:39])[CH2:26][CH2:25]5)[CH2:22][CH2:21][C:20]=3[CH2:19]2)[O:17]1, predict the reaction product. The product is: [CH2:44]1[CH2:16][O:17][C:18]2([CH2:35][CH2:34][C@:33]34[O:9][C@:20]3([CH2:21][CH2:22][C@@H:23]3[C:32]4=[CH:31][CH2:30][C@@:28]4([CH3:29])[C@H:24]3[CH2:25][CH2:26][C@@:27]4([OH:42])[CH2:36][C:37]([F:41])=[C:38]([F:40])[F:39])[CH2:19]2)[O:43]1. (2) Given the reactants FC(F)(F)[C:3]1[CH:8]=[CH:7][C:6]([C:9]2[O:13][C:12]([NH:14][C:15]3[CH:16]=[CH:17][CH:18]=[C:19]4[C:24]=3[CH2:23][C:22](=[O:25])[CH2:21][CH2:20]4)=[N:11][CH:10]=2)=[CH:5][CH:4]=1.N([CH2:31][C:32](C1C=CC(C(F)(F)F)=CC=1)=O)=[N+]=[N-], predict the reaction product. The product is: [CH2:31]([O:25][C:22]1[CH2:23][C:24]2[C:15]([NH:14][C:12]3[O:13][C:9]([C:6]4[CH:7]=[CH:8][CH:3]=[CH:4][CH:5]=4)=[CH:10][N:11]=3)=[CH:16][CH:17]=[CH:18][C:19]=2[CH2:20][CH:21]=1)[CH3:32].